This data is from CYP1A2 inhibition data for predicting drug metabolism from PubChem BioAssay. The task is: Regression/Classification. Given a drug SMILES string, predict its absorption, distribution, metabolism, or excretion properties. Task type varies by dataset: regression for continuous measurements (e.g., permeability, clearance, half-life) or binary classification for categorical outcomes (e.g., BBB penetration, CYP inhibition). Dataset: cyp1a2_veith. The result is 0 (non-inhibitor). The drug is CCCNC(=O)OC[C@@H]1O[C@H](CCO/N=C(\C)CCN2CCc3nc(CC)c(CC)cc3C2)C=C[C@@H]1Oc1ccc(OC)cc1.